Task: Predict the product of the given reaction.. Dataset: Forward reaction prediction with 1.9M reactions from USPTO patents (1976-2016) Given the reactants [C:1](N1C=CN=C1)([N:3]1C=CN=C1)=O.[CH3:13][C:14]([O:17][C:18]([N:20]1[CH2:26][CH2:25][C:24]2[CH:27]=[CH:28][C:29]([O:31][C:32]3[N:33]=[CH:34][C:35]([C:38]([OH:40])=O)=[N:36][CH:37]=3)=[CH:30][C:23]=2[CH2:22][CH2:21]1)=[O:19])([CH3:16])[CH3:15].CN, predict the reaction product. The product is: [CH3:1][NH:3][C:38]([C:35]1[N:36]=[CH:37][C:32]([O:31][C:29]2[CH:28]=[CH:27][C:24]3[CH2:25][CH2:26][N:20]([C:18]([O:17][C:14]([CH3:13])([CH3:16])[CH3:15])=[O:19])[CH2:21][CH2:22][C:23]=3[CH:30]=2)=[N:33][CH:34]=1)=[O:40].